This data is from Reaction yield outcomes from USPTO patents with 853,638 reactions. The task is: Predict the reaction yield, written as a fraction of the theoretical maximum amount of product (1.0 means a 100% yield; for example, 0.34 means a 34% yield). The yield is 0.220. The catalyst is C(Cl)Cl.Cl. The reactants are P(Cl)(Cl)(Cl)=O.[CH3:6][O:7][CH2:8][C@H:9]([NH:20][C:21](=[O:35])[C@@H:22]([NH:26][CH2:27][C:28]1[O:29][C:30](=[O:34])[O:31][C:32]=1[CH3:33])[CH2:23][O:24][CH3:25])[C:10]([O:12][CH2:13][C:14]1[CH:19]=[CH:18][CH:17]=[CH:16][CH:15]=1)=[O:11].[CH3:36][C:37]1[S:38][C:39]([C:42](O)=[O:43])=[CH:40][N:41]=1.N1C=CC=CC=1. The product is [CH3:6][O:7][CH2:8][C@H:9]([NH:20][C:21](=[O:35])[C@@H:22]([N:26]([CH2:27][C:28]1[O:29][C:30](=[O:34])[O:31][C:32]=1[CH3:33])[C:42]([C:39]1[S:38][C:37]([CH3:36])=[N:41][CH:40]=1)=[O:43])[CH2:23][O:24][CH3:25])[C:10]([O:12][CH2:13][C:14]1[CH:15]=[CH:16][CH:17]=[CH:18][CH:19]=1)=[O:11].